This data is from Peptide-MHC class II binding affinity with 134,281 pairs from IEDB. The task is: Regression. Given a peptide amino acid sequence and an MHC pseudo amino acid sequence, predict their binding affinity value. This is MHC class II binding data. (1) The peptide sequence is YDKFLANVNTVLTGK. The MHC is DRB1_0101 with pseudo-sequence DRB1_0101. The binding affinity (normalized) is 0.883. (2) The peptide sequence is VAISRYLGKQFGLSG. The MHC is DRB3_0101 with pseudo-sequence DRB3_0101. The binding affinity (normalized) is 0.0448. (3) The peptide sequence is PTPKGTVMDIISRKDQR. The MHC is DRB1_0101 with pseudo-sequence DRB1_0101. The binding affinity (normalized) is 0.469. (4) The peptide sequence is MTDPHAMRDMAGRFE. The MHC is DRB1_0301 with pseudo-sequence DRB1_0301. The binding affinity (normalized) is 0.289. (5) The peptide sequence is INEPTAAAIDYGLDR. The MHC is HLA-DQA10102-DQB10602 with pseudo-sequence HLA-DQA10102-DQB10602. The binding affinity (normalized) is 0.394. (6) The binding affinity (normalized) is 0.508. The MHC is DRB1_0405 with pseudo-sequence DRB1_0405. The peptide sequence is KFIPALEAAVKQAYAATVAT. (7) The MHC is DRB3_0202 with pseudo-sequence DRB3_0202. The peptide sequence is NVVKSGIFLSVAAGN. The binding affinity (normalized) is 0.520. (8) The peptide sequence is TNIRQAGVQY. The MHC is HLA-DQA10301-DQB10301 with pseudo-sequence HLA-DQA10301-DQB10301. The binding affinity (normalized) is 0.395.